Dataset: Full USPTO retrosynthesis dataset with 1.9M reactions from patents (1976-2016). Task: Predict the reactants needed to synthesize the given product. (1) Given the product [CH3:1][O:2][C:3]1[CH:4]=[C:5]([NH:11][CH:12]=[C:26]2[C:27](=[O:29])[O:28][C:23]([CH3:31])([CH3:22])[O:24][C:25]2=[O:30])[CH:6]=[CH:7][C:8]=1[O:9][CH3:10], predict the reactants needed to synthesize it. The reactants are: [CH3:1][O:2][C:3]1[CH:4]=[C:5]([NH2:11])[CH:6]=[CH:7][C:8]=1[O:9][CH3:10].[CH:12](OCC)(OCC)OCC.[CH3:22][C:23]1([CH3:31])[O:28][C:27](=[O:29])[CH2:26][C:25](=[O:30])[O:24]1. (2) Given the product [Cl:1][C:2]1[S:9][C:8]2[CH:7]=[C:6]([C:10]3[CH:11]=[C:12]([O:23][CH3:24])/[C:13](=[CH:15]/[C:16]4[NH:17][C:18]([CH3:22])=[CH:19][C:20]=4[CH3:21])/[N:14]=3)[NH:5][C:4]=2[CH:3]=1, predict the reactants needed to synthesize it. The reactants are: [Cl:1][C:2]1[S:9][C:8]2[CH:7]=[C:6]([C:10]3[CH:11]=[C:12]([O:23][CH3:24])/[C:13](=[CH:15]/[C:16]4[NH:17][C:18]([CH3:22])=[CH:19][C:20]=4[CH3:21])/[N:14]=3)[N:5](C(OC(C)(C)C)=O)[C:4]=2[CH:3]=1. (3) Given the product [CH3:8][O:9][CH2:10][CH2:11][N:12]1[CH:6]([C:2]2[S:1][CH:5]=[CH:4][CH:3]=2)[CH:14]([C:13]([NH:25][C:26]2[CH:27]=[CH:28][C:29]([CH3:37])=[C:30]([NH:32][S:33]([CH3:36])(=[O:35])=[O:34])[CH:31]=2)=[O:24])[C:15]2[C:16](=[CH:20][CH:21]=[CH:22][CH:23]=2)[C:17]1=[O:19], predict the reactants needed to synthesize it. The reactants are: [S:1]1[CH:5]=[CH:4][CH:3]=[C:2]1[CH:6]=O.[CH3:8][O:9][CH2:10][CH2:11][NH2:12].[C:13]1(=[O:24])[O:19][C:17](=O)[C:16]2=[CH:20][CH:21]=[CH:22][CH:23]=[C:15]2[CH2:14]1.[NH2:25][C:26]1[CH:27]=[CH:28][C:29]([CH3:37])=[C:30]([NH:32][S:33]([CH3:36])(=[O:35])=[O:34])[CH:31]=1. (4) Given the product [ClH:24].[Cl:27][CH2:20][C:9]1[N:10]=[C:11]2[CH:18]=[CH:17][CH:16]=[C:15]([CH3:19])[N:12]2[C:13](=[O:14])[C:8]=1[C:4]1[CH:5]=[CH:6][CH:7]=[C:2]([F:1])[CH:3]=1, predict the reactants needed to synthesize it. The reactants are: [F:1][C:2]1[CH:3]=[C:4]([C:8]2[C:13](=[O:14])[N:12]3[C:15]([CH3:19])=[CH:16][CH:17]=[CH:18][C:11]3=[N:10][C:9]=2[CH2:20]O)[CH:5]=[CH:6][CH:7]=1.O=S(Cl)[Cl:24].C(Cl)[Cl:27]. (5) Given the product [OH:2][C:3]1[CH:4]=[C:5]2[C:10](=[CH:11][CH:12]=1)[C:9](=[O:13])[N:8]([CH:14]1[CH2:19][CH2:18][NH:17][CH2:16][CH2:15]1)[CH2:7][CH2:6]2, predict the reactants needed to synthesize it. The reactants are: C[O:2][C:3]1[CH:4]=[C:5]2[C:10](=[CH:11][CH:12]=1)[C:9](=[O:13])[N:8]([CH:14]1[CH2:19][CH2:18][N:17](C(OC(C)(C)C)=O)[CH2:16][CH2:15]1)[CH2:7][CH2:6]2.B(Br)(Br)Br. (6) Given the product [CH2:1]([O:15][C:16]1[O:20][C:19]([C:21]([O:23][CH3:24])=[O:22])=[CH:18][CH:17]=1)[CH2:2][CH2:3][CH2:4][CH2:5][CH2:6][CH2:7][CH2:8][CH2:9][CH2:10][CH2:11][CH2:12][CH2:13][CH3:14], predict the reactants needed to synthesize it. The reactants are: [CH2:1]([O:15][C:16]1[O:20][C:19]([C:21]([OH:23])=[O:22])=[CH:18][CH:17]=1)[CH2:2][CH2:3][CH2:4][CH2:5][CH2:6][CH2:7][CH2:8][CH2:9][CH2:10][CH2:11][CH2:12][CH2:13][CH3:14].[CH3:24]O. (7) Given the product [C:1]([NH:23][C:24]1[CH:29]=[CH:28][CH:27]=[CH:26][CH:25]=1)(=[O:4])[CH3:2], predict the reactants needed to synthesize it. The reactants are: [C:1]([OH:4])(=O)[CH3:2].[Br-].BrC1SC=C(C)[N+]=1C.C(N(CC)C(C)C)(C)C.[NH2:23][C:24]1[CH:29]=[CH:28][CH:27]=[CH:26][CH:25]=1.